This data is from Full USPTO retrosynthesis dataset with 1.9M reactions from patents (1976-2016). The task is: Predict the reactants needed to synthesize the given product. Given the product [C:4]([O:6][CH:7]([CH2:12][OH:11])[CH2:8][OH:9])(=[O:5])[CH2:3][CH2:2][C:1]([O:20][C:21]1[CH:26]=[CH:25][CH:24]=[CH:23][CH:22]=1)=[O:19], predict the reactants needed to synthesize it. The reactants are: [C:1]([O:20][C:21]1[CH:26]=[CH:25][CH:24]=[CH:23][CH:22]=1)(=[O:19])[CH2:2][CH2:3][C:4]([O:6][CH:7]1[CH2:12][O:11]C(C2C=CC=CC=2)[O:9][CH2:8]1)=[O:5].